From a dataset of NCI-60 drug combinations with 297,098 pairs across 59 cell lines. Regression. Given two drug SMILES strings and cell line genomic features, predict the synergy score measuring deviation from expected non-interaction effect. (1) Synergy scores: CSS=41.7, Synergy_ZIP=5.52, Synergy_Bliss=8.62, Synergy_Loewe=6.61, Synergy_HSA=7.66. Drug 2: CC1=C(C=C(C=C1)NC(=O)C2=CC=C(C=C2)CN3CCN(CC3)C)NC4=NC=CC(=N4)C5=CN=CC=C5. Drug 1: C1=C(C(=O)NC(=O)N1)F. Cell line: IGROV1. (2) Drug 1: CN1CCC(CC1)COC2=C(C=C3C(=C2)N=CN=C3NC4=C(C=C(C=C4)Br)F)OC. Drug 2: C1=CC=C(C=C1)NC(=O)CCCCCCC(=O)NO. Cell line: NCI-H460. Synergy scores: CSS=12.0, Synergy_ZIP=-3.45, Synergy_Bliss=1.89, Synergy_Loewe=2.73, Synergy_HSA=2.82. (3) Drug 1: C1C(C(OC1N2C=NC(=NC2=O)N)CO)O. Drug 2: CC1CCCC2(C(O2)CC(NC(=O)CC(C(C(=O)C(C1O)C)(C)C)O)C(=CC3=CSC(=N3)C)C)C. Cell line: OVCAR3. Synergy scores: CSS=52.4, Synergy_ZIP=4.96, Synergy_Bliss=1.46, Synergy_Loewe=-26.0, Synergy_HSA=-5.11. (4) Drug 1: C1=NC(=NC(=O)N1C2C(C(C(O2)CO)O)O)N. Drug 2: CC1CCC2CC(C(=CC=CC=CC(CC(C(=O)C(C(C(=CC(C(=O)CC(OC(=O)C3CCCCN3C(=O)C(=O)C1(O2)O)C(C)CC4CCC(C(C4)OC)OCCO)C)C)O)OC)C)C)C)OC. Cell line: NCI-H522. Synergy scores: CSS=6.13, Synergy_ZIP=-5.97, Synergy_Bliss=-3.88, Synergy_Loewe=-5.37, Synergy_HSA=-3.23. (5) Drug 1: CCCCC(=O)OCC(=O)C1(CC(C2=C(C1)C(=C3C(=C2O)C(=O)C4=C(C3=O)C=CC=C4OC)O)OC5CC(C(C(O5)C)O)NC(=O)C(F)(F)F)O. Drug 2: C1CN1C2=NC(=NC(=N2)N3CC3)N4CC4. Cell line: CCRF-CEM. Synergy scores: CSS=56.7, Synergy_ZIP=-3.09, Synergy_Bliss=-5.93, Synergy_Loewe=-16.1, Synergy_HSA=-11.1. (6) Drug 1: C1=CC(=CC=C1CC(C(=O)O)N)N(CCCl)CCCl.Cl. Drug 2: CCC1=C2CN3C(=CC4=C(C3=O)COC(=O)C4(CC)O)C2=NC5=C1C=C(C=C5)O. Cell line: SN12C. Synergy scores: CSS=42.7, Synergy_ZIP=-4.33, Synergy_Bliss=-0.667, Synergy_Loewe=-31.8, Synergy_HSA=1.05. (7) Drug 1: CN1C2=C(C=C(C=C2)N(CCCl)CCCl)N=C1CCCC(=O)O.Cl. Drug 2: C1CN(CCN1C(=O)CCBr)C(=O)CCBr. Cell line: MDA-MB-231. Synergy scores: CSS=15.2, Synergy_ZIP=-4.52, Synergy_Bliss=0.323, Synergy_Loewe=-1.54, Synergy_HSA=1.71. (8) Drug 1: CCCCCOC(=O)NC1=NC(=O)N(C=C1F)C2C(C(C(O2)C)O)O. Drug 2: CC1CCC2CC(C(=CC=CC=CC(CC(C(=O)C(C(C(=CC(C(=O)CC(OC(=O)C3CCCCN3C(=O)C(=O)C1(O2)O)C(C)CC4CCC(C(C4)OC)O)C)C)O)OC)C)C)C)OC. Cell line: SF-268. Synergy scores: CSS=2.38, Synergy_ZIP=-0.714, Synergy_Bliss=0.294, Synergy_Loewe=-0.470, Synergy_HSA=-0.187. (9) Drug 1: CC(CN1CC(=O)NC(=O)C1)N2CC(=O)NC(=O)C2. Drug 2: C1=CC(=CC=C1CCCC(=O)O)N(CCCl)CCCl. Cell line: CAKI-1. Synergy scores: CSS=45.6, Synergy_ZIP=0.151, Synergy_Bliss=-0.683, Synergy_Loewe=4.78, Synergy_HSA=4.94.